This data is from Reaction yield outcomes from USPTO patents with 853,638 reactions. The task is: Predict the reaction yield, written as a fraction of the theoretical maximum amount of product (1.0 means a 100% yield; for example, 0.34 means a 34% yield). The reactants are [NH2:1][CH2:2][C@@H:3]([OH:13])[CH2:4][O:5][CH2:6][C:7]1[CH:12]=[CH:11][CH:10]=[CH:9][CH:8]=1.[Cl:14][C@@H:15]([CH2:19][CH3:20])[C:16](O)=[O:17].C(Cl)CCl. The catalyst is CN(C=O)C.CN(C1C=CN=CC=1)C. The product is [CH2:6]([O:5][CH2:4][C@H:3]([OH:13])[CH2:2][NH:1][C:16](=[O:17])[C@@H:15]([Cl:14])[CH2:19][CH3:20])[C:7]1[CH:12]=[CH:11][CH:10]=[CH:9][CH:8]=1. The yield is 0.0590.